This data is from Forward reaction prediction with 1.9M reactions from USPTO patents (1976-2016). The task is: Predict the product of the given reaction. Given the reactants [CH2:1]1[C:13]2[NH:12][C:11]3[C:6](=[CH:7][CH:8]=[CH:9][CH:10]=3)[C:5]=2[CH2:4][CH2:3][NH:2]1.[N:14]([C:17]1[CH:22]=[CH:21][CH:20]=[C:19]([C:23]([F:26])([F:25])[F:24])[CH:18]=1)=[C:15]=[O:16], predict the reaction product. The product is: [F:24][C:23]([F:25])([F:26])[C:19]1[CH:18]=[C:17]([NH:14][C:15]([N:2]2[CH2:3][CH2:4][C:5]3[C:6]4[C:11](=[CH:10][CH:9]=[CH:8][CH:7]=4)[NH:12][C:13]=3[CH2:1]2)=[O:16])[CH:22]=[CH:21][CH:20]=1.